Task: Predict the reaction yield, written as a fraction of the theoretical maximum amount of product (1.0 means a 100% yield; for example, 0.34 means a 34% yield).. Dataset: Reaction yield outcomes from USPTO patents with 853,638 reactions (1) The product is [CH3:1][C:2]1([CH3:12])[C:6](=[O:7])[CH2:5][CH2:4][C:3]1=[O:8]. The yield is 0.930. The reactants are [CH3:1][CH:2]1[C:6](=[O:7])[CH2:5][CH2:4][C:3]1=[O:8].[OH-].[K+].O1CCOC[CH2:12]1.CI. The catalyst is O.CI. (2) The reactants are [C:1]1([C:7]2[CH:8]=[C:9]([C:13]3[N:22]=[C:21]([NH:23][C:24]4[CH:25]=[C:26]5[C:30](=[CH:31][CH:32]=4)[N:29]([C:33]([O:35][C:36]([CH3:39])([CH3:38])[CH3:37])=[O:34])[N:28]=[CH:27]5)[C:20]4[C:15](=[CH:16][C:17]([O:41][CH3:42])=[C:18]([OH:40])[CH:19]=4)[N:14]=3)[CH:10]=[CH:11][CH:12]=2)[CH:6]=[CH:5][CH:4]=[CH:3][CH:2]=1.Br[CH2:44][CH2:45][Cl:46].C([O-])([O-])=O.[K+].[K+]. The catalyst is CN(C=O)C. The product is [Cl:46][CH2:45][CH2:44][O:40][C:18]1[CH:19]=[C:20]2[C:15](=[CH:16][C:17]=1[O:41][CH3:42])[N:14]=[C:13]([C:9]1[CH:10]=[CH:11][CH:12]=[C:7]([C:1]3[CH:2]=[CH:3][CH:4]=[CH:5][CH:6]=3)[CH:8]=1)[N:22]=[C:21]2[NH:23][C:24]1[CH:25]=[C:26]2[C:30](=[CH:31][CH:32]=1)[N:29]([C:33]([O:35][C:36]([CH3:37])([CH3:38])[CH3:39])=[O:34])[N:28]=[CH:27]2. The yield is 0.930. (3) The reactants are P(Cl)(Cl)(Cl)(Cl)Cl.[CH3:7][N:8]1[CH2:13]N(C)CN(C)[CH2:9]1.ClCN(CCl)C.[F:22][C:23]1[CH:47]=[CH:46][CH:45]=[C:44]([F:48])[C:24]=1[C:25]([NH:27][C:28]([NH:30][C:31]1[CH:36]=[CH:35][C:34]([S:37]([C:39]([F:42])([F:41])[F:40])=[O:38])=[CH:33][C:32]=1[F:43])=[O:29])=[O:26].C(N(CC)CC)C.[OH-].[Na+]. The catalyst is ClCCl. The product is [F:22][C:23]1[CH:47]=[CH:46][CH:45]=[C:44]([F:48])[C:24]=1[C:25]([N:27]1[CH2:9][N:8]([CH3:13])[CH2:7][N:30]([C:31]2[CH:36]=[CH:35][C:34]([S:37]([C:39]([F:41])([F:40])[F:42])=[O:38])=[CH:33][C:32]=2[F:43])[C:28]1=[O:29])=[O:26]. The yield is 0.920. (4) The reactants are [CH3:1][C:2]1[CH:7]=[CH:6][C:5]([NH:8][C:9](=[O:26])[C:10]2[CH:15]=[C:14]([C:16]([F:19])([F:18])[F:17])[CH:13]=[C:12]([N:20]3[CH:24]=[C:23]([CH3:25])[N:22]=[CH:21]3)[CH:11]=2)=[CH:4][C:3]=1[NH:27][C:28]([N:30]1[C:34]2[N:35]=[CH:36][N:37]=[C:38](Cl)[C:33]=2[CH:32]=[CH:31]1)=[O:29].[NH2:40][C:41]1[CH:42]=[C:43]([CH:47]=[CH:48][CH:49]=1)[C:44]([NH2:46])=[O:45]. The catalyst is C(O)(=O)C. The product is [CH3:1][C:2]1[CH:7]=[CH:6][C:5]([NH:8][C:9](=[O:26])[C:10]2[CH:15]=[C:14]([C:16]([F:19])([F:18])[F:17])[CH:13]=[C:12]([N:20]3[CH:24]=[C:23]([CH3:25])[N:22]=[CH:21]3)[CH:11]=2)=[CH:4][C:3]=1[NH:27][C:28]([N:30]1[C:34]2[N:35]=[CH:36][N:37]=[C:38]([NH:40][C:41]3[CH:49]=[CH:48][CH:47]=[C:43]([C:44](=[O:45])[NH2:46])[CH:42]=3)[C:33]=2[CH:32]=[CH:31]1)=[O:29]. The yield is 0.730. (5) The reactants are I[C:2]1[CH:8]=[CH:7][C:5]([NH2:6])=[CH:4][CH:3]=1.[Br:9][C:10]1[CH:11]=[C:12](B(O)O)[CH:13]=[CH:14][CH:15]=1.C(=O)([O-])[O-].[Na+].[Na+]. The catalyst is C1C=CC([P]([Pd]([P](C2C=CC=CC=2)(C2C=CC=CC=2)C2C=CC=CC=2)([P](C2C=CC=CC=2)(C2C=CC=CC=2)C2C=CC=CC=2)[P](C2C=CC=CC=2)(C2C=CC=CC=2)C2C=CC=CC=2)(C2C=CC=CC=2)C2C=CC=CC=2)=CC=1.C1(C)C=CC=CC=1. The product is [Br:9][C:10]1[CH:15]=[C:14]([C:2]2[CH:8]=[CH:7][C:5]([NH2:6])=[CH:4][CH:3]=2)[CH:13]=[CH:12][CH:11]=1. The yield is 0.560. (6) The reactants are [CH:1]12[O:8][CH:5]([CH2:6][CH2:7]1)[CH2:4][N:3]([C:9]1[N:14]=[C:13]([C:15]3[CH:21]=[CH:20][C:18]([NH2:19])=[CH:17][CH:16]=3)[N:12]=[C:11]3[N:22]([CH:25]4[CH2:30][CH2:29][N:28]([CH2:31][C:32]([F:35])([F:34])[F:33])[CH2:27][CH2:26]4)[N:23]=[CH:24][C:10]=13)[CH2:2]2.ClC(Cl)(O[C:40](=[O:46])[O:41][C:42](Cl)(Cl)Cl)Cl.C(N(CC)CC)C.C(O)[CH2:56][OH:57]. The catalyst is O1CCCC1. The product is [OH:57][CH2:56][CH2:42][O:41][C:40](=[O:46])[NH:19][C:18]1[CH:20]=[CH:21][C:15]([C:13]2[N:12]=[C:11]3[N:22]([CH:25]4[CH2:26][CH2:27][N:28]([CH2:31][C:32]([F:34])([F:35])[F:33])[CH2:29][CH2:30]4)[N:23]=[CH:24][C:10]3=[C:9]([N:3]3[CH2:4][CH:5]4[O:8][CH:1]([CH2:7][CH2:6]4)[CH2:2]3)[N:14]=2)=[CH:16][CH:17]=1. The yield is 0.560. (7) The reactants are [CH3:1][O:2][C:3]1[C:7]([CH2:8][OH:9])=[CH:6][N:5]([C:10]2[CH:15]=[CH:14][C:13]([C:16]([F:19])([F:18])[F:17])=[CH:12][CH:11]=2)[N:4]=1.C1C=C[NH+]=CC=1.[O-][Cr](Cl)(=O)=O. The catalyst is ClCCl. The product is [CH3:1][O:2][C:3]1[C:7]([CH:8]=[O:9])=[CH:6][N:5]([C:10]2[CH:11]=[CH:12][C:13]([C:16]([F:19])([F:17])[F:18])=[CH:14][CH:15]=2)[N:4]=1. The yield is 0.870. (8) The reactants are [C:1]([C:3]1[CH:4]=[C:5]([C:13]2[O:17][N:16]=[C:15]([C:18]3[CH:19]=[C:20]4[C:24](=[CH:25][CH:26]=3)[N:23](C(OC(C)(C)C)=O)[CH:22]=[CH:21]4)[N:14]=2)[CH:6]=[CH:7][C:8]=1[O:9][CH:10]([CH3:12])[CH3:11])#[N:2].O1CCOCC1.Cl.Cl.O1CCOCC1. The catalyst is CCOC(C)=O. The product is [NH:23]1[C:24]2[C:20](=[CH:19][C:18]([C:15]3[N:14]=[C:13]([C:5]4[CH:6]=[CH:7][C:8]([O:9][CH:10]([CH3:12])[CH3:11])=[C:3]([CH:4]=4)[C:1]#[N:2])[O:17][N:16]=3)=[CH:26][CH:25]=2)[CH:21]=[CH:22]1. The yield is 0.300. (9) The reactants are C([O:3][C:4]([C:6]1[CH:7]=[N:8][N:9]([C:11]2[NH:15][C:14]3[CH:16]=[C:17]([S:21]([CH:24]([CH3:26])[CH3:25])(=[O:23])=[O:22])[C:18]([Cl:20])=[CH:19][C:13]=3[N:12]=2)[CH:10]=1)=[O:5])C.C1COCC1.O[Li].O. The catalyst is O. The product is [Cl:20][C:18]1[C:17]([S:21]([CH:24]([CH3:26])[CH3:25])(=[O:23])=[O:22])=[CH:16][C:14]2[NH:15][C:11]([N:9]3[CH:10]=[C:6]([C:4]([OH:5])=[O:3])[CH:7]=[N:8]3)=[N:12][C:13]=2[CH:19]=1. The yield is 0.860.